Dataset: Catalyst prediction with 721,799 reactions and 888 catalyst types from USPTO. Task: Predict which catalyst facilitates the given reaction. (1) Reactant: [F:1][C:2]([F:7])([F:6])[C:3]([O-:5])=[O:4].FC(F)(F)C([O-])=O.C[NH+]1CCCC(C([NH:24][C@H:25]([C:34]2[NH2+:35][C:36]([C:39]3[CH:44]=[CH:43][CH:42]=[CH:41][CH:40]=3)=[CH:37][N:38]=2)[CH2:26][CH2:27][CH2:28][CH2:29][CH2:30]C(=O)C)=O)C1.FC(F)(F)C([O-])=O.FC(F)(F)C([O-])=O.[NH3+][C@H](C1[NH2+]C(C2C=CC=CC=2)=CN=1)CCCCCC(=O)C.CCN(CC)CC.[CH3:87][O:88][C:89]1[CH:94]=[CH:93][C:92]([S:95](Cl)(=[O:97])=[O:96])=[CH:91][CH:90]=1. Product: [F:1][C:2]([F:7])([F:6])[C:3]([O-:5])=[O:4].[CH3:87][O:88][C:89]1[CH:90]=[CH:91][C:92]([S:95]([NH:24][C@H:25]([C:34]2[NH2+:35][C:36]([C:39]3[CH:40]=[CH:41][CH:42]=[CH:43][CH:44]=3)=[CH:37][N:38]=2)[CH2:26][CH2:27][CH2:28][CH2:29][CH2:30][C:3](=[O:5])[CH3:2])(=[O:97])=[O:96])=[CH:93][CH:94]=1. The catalyst class is: 2. (2) Reactant: C1C=C(Cl)C=C(C(OO)=O)C=1.[CH2:12]([O:14][CH2:15][C:16]1[N:17]([CH2:29][C:30]2([C:33]([NH2:35])=[O:34])[CH2:32][CH2:31]2)[C:18]2[C:27]3[CH:26]=[CH:25][CH:24]=[CH:23][C:22]=3[N:21]=[CH:20][C:19]=2[N:28]=1)[CH3:13].[OH-].[NH4+:37].C1(C)C=CC(S(Cl)(=O)=O)=CC=1. Product: [NH2:37][C:20]1[C:19]2[N:28]=[C:16]([CH2:15][O:14][CH2:12][CH3:13])[N:17]([CH2:29][C:30]3([C:33]([NH2:35])=[O:34])[CH2:32][CH2:31]3)[C:18]=2[C:27]2[CH:26]=[CH:25][CH:24]=[CH:23][C:22]=2[N:21]=1. The catalyst class is: 22. (3) Reactant: C[O-].[Na+].[C:4]([O:11][CH3:12])(=[O:10])[CH2:5][C:6]([O:8]C)=O.[CH3:13][C:14](=[O:22])[CH:15]=[CH:16][CH2:17][CH2:18][CH2:19][CH2:20][CH3:21]. Product: [CH2:17]([CH:16]1[CH:5]([C:4]([O:11][CH3:12])=[O:10])[C:6]([OH:8])=[CH:13][C:14](=[O:22])[CH2:15]1)[CH2:18][CH2:19][CH2:20][CH3:21]. The catalyst class is: 5. (4) Reactant: C([N:8]1[C@@H:12]([CH3:13])[CH2:11][C@H:10]([CH2:14][N:15]2[C:23]3[C:18](=[N:19][C:20]([C:24]4[CH:25]=[N:26][N:27]([CH:29]5[CH2:34][CH2:33][CH2:32][CH2:31][O:30]5)[CH:28]=4)=[CH:21][CH:22]=3)[CH:17]=[CH:16]2)[CH2:9]1)C1C=CC=CC=1.C([O-])=O.[NH4+].CO.ClCCl. Product: [CH3:13][C@@H:12]1[NH:8][CH2:9][C@@H:10]([CH2:14][N:15]2[C:23]3[C:18](=[N:19][C:20]([C:24]4[CH:25]=[N:26][N:27]([CH:29]5[CH2:34][CH2:33][CH2:32][CH2:31][O:30]5)[CH:28]=4)=[CH:21][CH:22]=3)[CH:17]=[CH:16]2)[CH2:11]1. The catalyst class is: 105. (5) Reactant: [CH3:1][C:2](O)([CH3:11])[CH2:3][C:4]1[CH:9]=[CH:8][C:7]([CH3:10])=[CH:6][CH:5]=1.[Cl:13][CH2:14][C:15]#[N:16].S(=O)(=O)(O)[OH:18]. Product: [Cl:13][CH2:14][C:15]([NH:16][C:2]([CH3:11])([CH3:1])[CH2:3][C:4]1[CH:9]=[CH:8][C:7]([CH3:10])=[CH:6][CH:5]=1)=[O:18]. The catalyst class is: 15. (6) Reactant: [F:1][C:2]([F:6])([F:5])[CH2:3][NH2:4].C1N=CN([C:12](N2C=NC=C2)=[O:13])C=1.[CH2:19]([C@H:21]1[CH2:25][NH:24][CH2:23][C@H:22]1[C:26]1[N:30]2[C:31]3[CH:37]=[CH:36][N:35]([S:38]([C:41]4[CH:47]=[CH:46][C:44]([CH3:45])=[CH:43][CH:42]=4)(=[O:40])=[O:39])[C:32]=3[N:33]=[CH:34][C:29]2=[N:28][N:27]=1)[CH3:20]. Product: [CH2:19]([C@H:21]1[C@@H:22]([C:26]2[N:30]3[C:31]4[CH:37]=[CH:36][N:35]([S:38]([C:41]5[CH:42]=[CH:43][C:44]([CH3:45])=[CH:46][CH:47]=5)(=[O:40])=[O:39])[C:32]=4[N:33]=[CH:34][C:29]3=[N:28][N:27]=2)[CH2:23][N:24]([C:12]([NH:4][CH2:3][C:2]([F:6])([F:5])[F:1])=[O:13])[CH2:25]1)[CH3:20]. The catalyst class is: 3. (7) The catalyst class is: 2. Product: [F:25][C:26]([F:31])([F:30])[C:27]([OH:29])=[O:28].[CH3:1][C:2]1([CH2:13][NH2:14])[O:6][C:5]2=[N:7][C:8]([N+:10]([O-:12])=[O:11])=[CH:9][N:4]2[CH2:3]1. Reactant: [CH3:1][C:2]1([CH2:13][NH:14]C(=O)OCC2C=CC=CC=2)[O:6][C:5]2=[N:7][C:8]([N+:10]([O-:12])=[O:11])=[CH:9][N:4]2[CH2:3]1.[F:25][C:26]([F:31])([F:30])[C:27]([OH:29])=[O:28].